Dataset: Reaction yield outcomes from USPTO patents with 853,638 reactions. Task: Predict the reaction yield, written as a fraction of the theoretical maximum amount of product (1.0 means a 100% yield; for example, 0.34 means a 34% yield). (1) The reactants are [C:1]([OH:7])(=[O:6])[CH2:2][C:3](O)=O.[CH:8](=O)[CH2:9][CH2:10][CH2:11][CH2:12][CH2:13][CH2:14][CH2:15][CH2:16][CH2:17][CH2:18]C.N1CCCCC1.Cl. The catalyst is N1C=CC=CC=1. The product is [C:1]([OH:7])(=[O:6])/[CH:2]=[CH:3]/[CH2:18][CH2:17][CH2:16][CH2:15][CH2:14][CH2:13][CH2:12][CH2:11][CH2:10][CH2:9][CH3:8]. The yield is 0.656. (2) The reactants are [CH3:1][O:2][C:3]1[CH:8]=[CH:7][CH:6]=[C:5]([O:9][CH3:10])[C:4]=1[O:11][C:12](=[O:14])[CH3:13].[I:15]I. The catalyst is C(Cl)(Cl)Cl.FC(F)(F)C([O-])=O.[Ag+]. The product is [C:12]([O:11][C:4]1[C:3]([O:2][CH3:1])=[C:8]([I:15])[CH:7]=[CH:6][C:5]=1[O:9][CH3:10])(=[O:14])[CH3:13]. The yield is 0.960. (3) The reactants are [C:1]([O:5][C:6]([N:8]1[CH2:13][CH:12]=[C:11]([C:14]2[C:22]3[C:17](=[CH:18][CH:19]=[C:20]([F:23])[CH:21]=3)[NH:16][CH:15]=2)[CH2:10][CH2:9]1)=[O:7])([CH3:4])([CH3:3])[CH3:2].[H-].[Na+].C[N:27](C=O)C. No catalyst specified. The product is [C:1]([O:5][C:6]([N:8]1[CH2:9][CH:10]=[C:11]([C:14]2[C:22]3[C:17](=[CH:18][CH:19]=[C:20]([F:23])[CH:21]=3)[N:16]([NH2:27])[CH:15]=2)[CH2:12][CH2:13]1)=[O:7])([CH3:4])([CH3:2])[CH3:3]. The yield is 0.940. (4) The reactants are Br[C:2]1[CH:7]=[CH:6][C:5]([Cl:8])=[C:4]([F:9])[CH:3]=1.[C:10]([CH2:13]C(=O)C)(=[O:12])[CH3:11].P([O-])([O-])([O-])=O.[K+].[K+].[K+].Cl. The catalyst is CS(C)=O.[Cu]I. The product is [Cl:8][C:5]1[CH:6]=[CH:7][C:2]([CH2:11][C:10](=[O:12])[CH3:13])=[CH:3][C:4]=1[F:9]. The yield is 0.482.